From a dataset of Peptide-MHC class II binding affinity with 134,281 pairs from IEDB. Regression. Given a peptide amino acid sequence and an MHC pseudo amino acid sequence, predict their binding affinity value. This is MHC class II binding data. (1) The peptide sequence is KFIPALEAAVKQAYAATVAT. The MHC is HLA-DPA10301-DPB10402 with pseudo-sequence HLA-DPA10301-DPB10402. The binding affinity (normalized) is 0.482. (2) The peptide sequence is VIIMDEAHFLDPASI. The MHC is DRB3_0301 with pseudo-sequence DRB3_0301. The binding affinity (normalized) is 0.778. (3) The peptide sequence is AEDNIEHLIHQFKRA. The MHC is DRB1_0101 with pseudo-sequence DRB1_0101. The binding affinity (normalized) is 0.391. (4) The peptide sequence is TANKLIRQKLTTNEK. The MHC is DRB1_0101 with pseudo-sequence DRB1_0101. The binding affinity (normalized) is 0.397. (5) The peptide sequence is SNVTFTVNQTSRLLM. The MHC is HLA-DQA10501-DQB10302 with pseudo-sequence HLA-DQA10501-DQB10302. The binding affinity (normalized) is 0.283. (6) The peptide sequence is ERLNEQLLKDIVGEV. The MHC is DRB1_0101 with pseudo-sequence DRB1_0101. The binding affinity (normalized) is 0.186. (7) The peptide sequence is CLKPVILTDGPERVI. The MHC is DRB1_0701 with pseudo-sequence DRB1_0701. The binding affinity (normalized) is 0.248.